This data is from Retrosynthesis with 50K atom-mapped reactions and 10 reaction types from USPTO. The task is: Predict the reactants needed to synthesize the given product. (1) Given the product O=C(NCCCC1CCNCC1)c1cc2cnc3cccc(s1)n23, predict the reactants needed to synthesize it. The reactants are: CC(C)(C)OC(=O)N1CCC(CCCNC(=O)c2cc3cnc4cccc(s2)n34)CC1. (2) Given the product Clc1ccc(-c2ccc(C#Cc3cnc(OCCN4CCCC4)nc3)nc2)cc1, predict the reactants needed to synthesize it. The reactants are: Brc1cnc(OCCN2CCCC2)nc1.C#Cc1ccc(-c2ccc(Cl)cc2)cn1. (3) Given the product CN1CCN(c2nc3c(cc2F)c(=O)c(C(=O)O)cn3CCF)CC1, predict the reactants needed to synthesize it. The reactants are: C=O.O=C(O)c1cn(CCF)c2nc(N3CCNCC3)c(F)cc2c1=O. (4) Given the product O=C1C(c2cc3c(cc2O)OCCO3)c2c(F)cccc2N1C(c1ccccc1)c1ccccc1, predict the reactants needed to synthesize it. The reactants are: O=C1N(C(c2ccccc2)c2ccccc2)c2cccc(F)c2C1(O)c1cc2c(cc1O)OCCO2.